This data is from Forward reaction prediction with 1.9M reactions from USPTO patents (1976-2016). The task is: Predict the product of the given reaction. Given the reactants [NH2:1][C:2]1[N:10]=[CH:9][CH:8]=[CH:7][C:3]=1[C:4]([OH:6])=O.ON1C2C=CC=CC=2N=N1.CCN=C=NCCCN(C)C.[Br:32][C:33]1[CH:34]=[C:35]([O:39][C:40]2[CH:47]=[CH:46][C:43]([CH2:44][NH2:45])=[CH:42][CH:41]=2)[CH:36]=[CH:37][CH:38]=1.C(=O)(O)[O-].[Na+], predict the reaction product. The product is: [Br:32][C:33]1[CH:34]=[C:35]([O:39][C:40]2[CH:47]=[CH:46][C:43]([CH2:44][NH:45][C:4](=[O:6])[C:3]3[CH:7]=[CH:8][CH:9]=[N:10][C:2]=3[NH2:1])=[CH:42][CH:41]=2)[CH:36]=[CH:37][CH:38]=1.